Dataset: Peptide-MHC class II binding affinity with 134,281 pairs from IEDB. Task: Regression. Given a peptide amino acid sequence and an MHC pseudo amino acid sequence, predict their binding affinity value. This is MHC class II binding data. (1) The peptide sequence is RVNQLIRYSGYRETP. The MHC is DRB5_0101 with pseudo-sequence DRB5_0101. The binding affinity (normalized) is 0.503. (2) The peptide sequence is LVEALYLVCGE. The MHC is HLA-DPA10201-DPB10101 with pseudo-sequence HLA-DPA10201-DPB10101. The binding affinity (normalized) is 0.328. (3) The peptide sequence is NSYIAEMETESWIVDKK. The MHC is HLA-DQA10303-DQB10402 with pseudo-sequence HLA-DQA10303-DQB10402. The binding affinity (normalized) is 0. (4) The peptide sequence is MKSSWGAIWRIDPKK. The MHC is HLA-DQA10301-DQB10302 with pseudo-sequence HLA-DQA10301-DQB10302. The binding affinity (normalized) is 0.00760. (5) The peptide sequence is YEKVRSQLKNNAKEIGNGC. The MHC is DRB1_1501 with pseudo-sequence DRB1_1501. The binding affinity (normalized) is 0. (6) The peptide sequence is IPVIVADDLTAAINK. The MHC is DRB1_0701 with pseudo-sequence DRB1_0701. The binding affinity (normalized) is 0. (7) The peptide sequence is NCSKILERSHPEIWH. The MHC is DRB1_0101 with pseudo-sequence DRB1_0101. The binding affinity (normalized) is 0.612.